Dataset: Catalyst prediction with 721,799 reactions and 888 catalyst types from USPTO. Task: Predict which catalyst facilitates the given reaction. (1) Reactant: [O:1]([CH2:8][CH2:9][NH:10][C:11]1[C:20]2[C:15](=[CH:16][CH:17]=[CH:18][CH:19]=2)[N:14]=[CH:13][C:12]=1[NH2:21])[C:2]1[CH:7]=[CH:6][CH:5]=[CH:4][CH:3]=1.[C:22](Cl)(=O)[CH2:23][CH:24]([CH3:26])[CH3:25].[OH-].[NH4+:30].C1(C)C=CC(S(Cl)(=O)=O)=CC=1. Product: [CH2:23]([C:22]1[N:10]([CH2:9][CH2:8][O:1][C:2]2[CH:7]=[CH:6][CH:5]=[CH:4][CH:3]=2)[C:11]2[C:20]3[CH:19]=[CH:18][CH:17]=[CH:16][C:15]=3[N:14]=[C:13]([NH2:30])[C:12]=2[N:21]=1)[CH:24]([CH3:26])[CH3:25]. The catalyst class is: 4. (2) Reactant: [CH3:1][N:2]([CH3:12])[CH2:3][CH2:4][CH2:5][NH:6][C:7](=[O:11])[C:8]([CH3:10])=[CH2:9].[CH2:13]1[S:18](=[O:20])(=[O:19])[O:17][CH2:16][CH2:15][CH2:14]1.CC(C)=O.CO. Product: [S:18]([CH2:13][CH2:14][CH2:15][CH2:16][N+:2]([CH2:3][CH2:4][CH2:5][NH:6][C:7](=[O:11])[C:8]([CH3:10])=[CH2:9])([CH3:12])[CH3:1])([O-:17])(=[O:20])=[O:19]. The catalyst class is: 10.